Dataset: Catalyst prediction with 721,799 reactions and 888 catalyst types from USPTO. Task: Predict which catalyst facilitates the given reaction. (1) Reactant: Br[C:2]1[C:10]2[C:5](=[N:6][CH:7]=[C:8]([NH:11][C:12](=[O:21])[O:13][CH2:14][C:15]3[CH:20]=[CH:19][CH:18]=[CH:17][CH:16]=3)[CH:9]=2)[N:4]([S:22]([C:25]2[CH:31]=[CH:30][C:28]([CH3:29])=[CH:27][CH:26]=2)(=[O:24])=[O:23])[CH:3]=1.[B:32]1([B:32]2[O:36][C:35]([CH3:38])([CH3:37])[C:34]([CH3:40])([CH3:39])[O:33]2)[O:36][C:35]([CH3:38])([CH3:37])[C:34]([CH3:40])([CH3:39])[O:33]1.C([O-])(=O)C.[K+]. Product: [CH3:39][C:34]1([CH3:40])[C:35]([CH3:38])([CH3:37])[O:36][B:32]([C:2]2[C:10]3[C:5](=[N:6][CH:7]=[C:8]([NH:11][C:12](=[O:21])[O:13][CH2:14][C:15]4[CH:20]=[CH:19][CH:18]=[CH:17][CH:16]=4)[CH:9]=3)[N:4]([S:22]([C:25]3[CH:31]=[CH:30][C:28]([CH3:29])=[CH:27][CH:26]=3)(=[O:24])=[O:23])[CH:3]=2)[O:33]1. The catalyst class is: 77. (2) Reactant: O=C1C2C(=CC=CC=2)C(=O)[N:3]1[CH2:12][CH2:13][CH2:14][C:15]#[C:16][C:17]1[CH:18]=[C:19]([CH:34]=[CH:35][CH:36]=1)[O:20][CH:21]1[CH2:26][CH2:25][N:24]([C:27]([O:29][C:30]([CH3:33])([CH3:32])[CH3:31])=[O:28])[CH2:23][CH2:22]1.NN. Product: [NH2:3][CH2:12][CH2:13][CH2:14][C:15]#[C:16][C:17]1[CH:18]=[C:19]([CH:34]=[CH:35][CH:36]=1)[O:20][CH:21]1[CH2:22][CH2:23][N:24]([C:27]([O:29][C:30]([CH3:31])([CH3:32])[CH3:33])=[O:28])[CH2:25][CH2:26]1. The catalyst class is: 8. (3) Reactant: [OH-].[K+].Cl.CN.[CH2:6]([N:13]1[CH2:18][CH2:17][C:16](=O)[C:15]([CH2:21][CH3:22])([CH3:20])[CH2:14]1)[C:7]1[CH:12]=[CH:11][CH:10]=[CH:9][CH:8]=1.[C:23]([BH3-])#[N:24].[Na+]. Product: [CH2:6]([N:13]1[CH2:18][CH2:17][CH:16]([NH:24][CH3:23])[C:15]([CH2:21][CH3:22])([CH3:20])[CH2:14]1)[C:7]1[CH:12]=[CH:11][CH:10]=[CH:9][CH:8]=1. The catalyst class is: 5. (4) Reactant: C([O:5][C:6](=[O:33])[CH2:7][N:8]1[C:16]2[C:11](=[CH:12][CH:13]=[C:14]([Cl:18])[C:15]=2[F:17])[C:10]([S:19][C:20]2[C:21]([F:31])=[C:22]([CH:28]=[CH:29][CH:30]=2)[C:23]([O:25][CH2:26][CH3:27])=[O:24])=[C:9]1[CH3:32])(C)(C)C.C(O)(C(F)(F)F)=O. Product: [Cl:18][C:14]1[C:15]([F:17])=[C:16]2[C:11]([C:10]([S:19][C:20]3[CH:30]=[CH:29][CH:28]=[C:22]([C:23]([O:25][CH2:26][CH3:27])=[O:24])[C:21]=3[F:31])=[C:9]([CH3:32])[N:8]2[CH2:7][C:6]([OH:33])=[O:5])=[CH:12][CH:13]=1. The catalyst class is: 2. (5) Reactant: [Cl:1][Si](C)(C)C.O.[CH3:7][N:8]([CH3:31])[C:9]1([C:25]2[CH:30]=[CH:29][CH:28]=[CH:27][CH:26]=2)[CH2:14][CH2:13][CH:12]([CH2:15][C:16]([NH:18][C:19]2[CH:24]=[CH:23][CH:22]=[CH:21][CH:20]=2)=[O:17])[CH2:11][CH2:10]1. Product: [ClH:1].[CH3:31][N:8]([CH3:7])[C:9]1([C:25]2[CH:26]=[CH:27][CH:28]=[CH:29][CH:30]=2)[CH2:14][CH2:13][CH:12]([CH2:15][C:16]([NH:18][C:19]2[CH:20]=[CH:21][CH:22]=[CH:23][CH:24]=2)=[O:17])[CH2:11][CH2:10]1. The catalyst class is: 573. (6) Reactant: C(OC([N:8]1[CH2:12][CH2:11][CH2:10][N:9]1[C:13]([O:15][CH2:16][C:17]1[CH:22]=[CH:21][CH:20]=[CH:19][CH:18]=1)=[O:14])=O)(C)(C)C.S(Cl)([Cl:25])=O. Product: [ClH:25].[N:9]1([C:13]([O:15][CH2:16][C:17]2[CH:22]=[CH:21][CH:20]=[CH:19][CH:18]=2)=[O:14])[CH2:10][CH2:11][CH2:12][NH:8]1. The catalyst class is: 275.